This data is from Full USPTO retrosynthesis dataset with 1.9M reactions from patents (1976-2016). The task is: Predict the reactants needed to synthesize the given product. (1) Given the product [CH3:9][O:8][C:6]1[CH:5]=[CH:4][C:3]2[N:10]=[C:11]([C:12]3[CH:17]=[CH:16][C:15]([N:18]([CH3:19])[C:21](=[O:23])[CH3:22])=[N:14][CH:13]=3)[O:20][C:2]=2[CH:7]=1.[CH3:9][O:8][C:6]1[CH:5]=[CH:4][C:3]2[N:10]=[C:11]([C:12]3[CH:17]=[CH:16][C:15]([NH:18][CH3:19])=[N:14][CH:13]=3)[O:20][C:2]=2[CH:7]=1, predict the reactants needed to synthesize it. The reactants are: O[C:2]1[CH:7]=[C:6]([O:8][CH3:9])[CH:5]=[CH:4][C:3]=1[NH:10][C:11](=[O:20])[C:12]1[CH:17]=[CH:16][C:15]([NH:18][CH3:19])=[N:14][CH:13]=1.[C:21](O)(=[O:23])[CH3:22].C(=O)(O)[O-].[Na+]. (2) Given the product [F:21][C:19]([C:15]1[CH:14]=[C:13]([CH:18]=[CH:17][CH:16]=1)[CH2:12][CH:2]([NH:1][C:34]([C:27]1[C:28]2[C:33](=[CH:32][CH:31]=[CH:30][CH:29]=2)[C:24]([F:23])=[CH:25][CH:26]=1)=[O:35])[CH:3]([C:5]1[CH:10]=[CH:9][C:8]([F:11])=[CH:7][CH:6]=1)[OH:4])([F:22])[CH3:20], predict the reactants needed to synthesize it. The reactants are: [NH2:1][CH:2]([CH2:12][C:13]1[CH:18]=[CH:17][CH:16]=[C:15]([C:19]([F:22])([F:21])[CH3:20])[CH:14]=1)[CH:3]([C:5]1[CH:10]=[CH:9][C:8]([F:11])=[CH:7][CH:6]=1)[OH:4].[F:23][C:24]1[C:33]2[C:28](=[CH:29][CH:30]=[CH:31][CH:32]=2)[C:27]([C:34](O)=[O:35])=[CH:26][CH:25]=1.O.ON1C2C=CC=CC=2N=N1.Cl.C(N=C=NCCCN(C)C)C. (3) Given the product [C:25]([CH:2]([CH3:15])[CH2:3][NH:4][CH2:5][CH2:6][P:7](=[O:14])([O:11][CH2:12][CH3:13])[O:8][CH2:9][CH3:10])#[N:26], predict the reactants needed to synthesize it. The reactants are: O[CH2:2][CH2:3][NH:4][CH2:5][CH2:6][P:7](=[O:14])([O:11][CH2:12][CH3:13])[O:8][CH2:9][CH3:10].[C:15]([O-])([O-])=O.[K+].[K+].ClCCC[C:25]#[N:26]. (4) Given the product [Cl:1][C:2]1[N:10]=[CH:9][C:8]([Cl:11])=[CH:7][C:3]=1[C:4]([O:6][CH2:12][CH3:13])=[O:5], predict the reactants needed to synthesize it. The reactants are: [Cl:1][C:2]1[N:10]=[CH:9][C:8]([Cl:11])=[CH:7][C:3]=1[C:4]([OH:6])=[O:5].[CH2:12](O)[CH3:13].S(=O)(=O)(O)O.C(=O)(O)[O-].[Na+]. (5) Given the product [Cl:24][C:19]1[CH:18]=[C:17]([C@H:4]2[C@H:3]([CH2:2][NH:1][C:36](=[O:35])[CH2:37][OH:38])[O:9][CH2:8][CH2:7][N:6]([C:10]([O:12][C:13]([CH3:16])([CH3:15])[CH3:14])=[O:11])[CH2:5]2)[CH:22]=[CH:21][C:20]=1[Cl:23], predict the reactants needed to synthesize it. The reactants are: [NH2:1][CH2:2][C@@H:3]1[O:9][CH2:8][CH2:7][N:6]([C:10]([O:12][C:13]([CH3:16])([CH3:15])[CH3:14])=[O:11])[CH2:5][C@H:4]1[C:17]1[CH:22]=[CH:21][C:20]([Cl:23])=[C:19]([Cl:24])[CH:18]=1.C(N(CC)CC)C.C([O:35][CH2:36][C:37](Cl)=[O:38])(=O)C.O. (6) Given the product [Br:33][C:34]1[CH:39]=[CH:38][C:37]([CH2:40][CH2:41][CH2:42][C:8]([NH:9][C:10]2[CH:15]=[CH:14][C:13]([S:16]([CH:19]([CH3:21])[CH3:20])(=[O:18])=[O:17])=[C:12]([CH:11]=2)[CH2:22][N:23]([CH3:24])[C:25](=[O:26])[O:27][C:28]([CH3:31])([CH3:29])[CH3:30])=[O:32])=[CH:36][CH:35]=1, predict the reactants needed to synthesize it. The reactants are: C1(O[C:8](=[O:32])[NH:9][C:10]2[CH:15]=[CH:14][C:13]([S:16]([CH:19]([CH3:21])[CH3:20])(=[O:18])=[O:17])=[C:12]([CH2:22][N:23]([C:25]([O:27][C:28]([CH3:31])([CH3:30])[CH3:29])=[O:26])[CH3:24])[CH:11]=2)C=CC=CC=1.[Br:33][C:34]1[CH:39]=[CH:38][C:37]([CH2:40][CH2:41][CH2:42]C(NC2C=CC(SC(C)C)=C(C=2)CN(C)C(=O)OC(C)(C)C)=O)=[CH:36][CH:35]=1.C1C=C(Cl)C=C(C(OO)=O)C=1.